Predict the reactants needed to synthesize the given product. From a dataset of Full USPTO retrosynthesis dataset with 1.9M reactions from patents (1976-2016). Given the product [F:27][C:28]1[CH:33]=[CH:32][C:31]([CH2:34][C:35]2[NH:23][C:22]([C:10]3[N:11]=[C:12]4[N:17]([C:18](=[O:19])[C:9]=3[OH:8])[CH2:16][CH2:15][O:14][C:13]4([CH3:21])[CH3:20])=[N:38][N:37]=2)=[CH:30][CH:29]=1, predict the reactants needed to synthesize it. The reactants are: C([O:8][C:9]1[C:18](=[O:19])[N:17]2[C:12]([C:13]([CH3:21])([CH3:20])[O:14][CH2:15][CH2:16]2)=[N:11][C:10]=1[C:22](=S)[NH2:23])C1C=CC=CC=1.CI.[F:27][C:28]1[CH:33]=[CH:32][C:31]([CH2:34][C:35]([NH:37][NH2:38])=O)=[CH:30][CH:29]=1.CO.